The task is: Predict the product of the given reaction.. This data is from Forward reaction prediction with 1.9M reactions from USPTO patents (1976-2016). (1) Given the reactants [O:1]1[CH2:5][CH2:4][O:3][C:2]21[CH2:11][CH2:10][CH:9]1[CH:7]([O:8]1)[CH2:6]2.[C:12]1([CH2:18][NH2:19])[CH:17]=[CH:16][CH:15]=[CH:14][CH:13]=1, predict the reaction product. The product is: [CH2:18]([NH:19][C@H:7]1[C@H:9]([OH:8])[CH2:10][CH2:11][C:2]2([O:3][CH2:4][CH2:5][O:1]2)[CH2:6]1)[C:12]1[CH:17]=[CH:16][CH:15]=[CH:14][CH:13]=1. (2) Given the reactants [O:1]1[CH:5]=[CH:4][CH:3]=[C:2]1[C:6]1[O:7][C:8]([CH3:31])=[C:9]([CH2:11][O:12][C:13]2[CH:28]=[CH:27][C:16]([CH2:17][O:18][C:19]3[C:23]([CH:24]=O)=[CH:22][N:21]([CH3:26])[N:20]=3)=[CH:15][C:14]=2[O:29][CH3:30])[N:10]=1.C(OP([CH2:40][C:41]([O:43][CH2:44][CH3:45])=[O:42])(OCC)=O)C.CN(C)C=O.[H-].[Na+], predict the reaction product. The product is: [O:1]1[CH:5]=[CH:4][CH:3]=[C:2]1[C:6]1[O:7][C:8]([CH3:31])=[C:9]([CH2:11][O:12][C:13]2[CH:28]=[CH:27][C:16]([CH2:17][O:18][C:19]3[C:23](/[CH:24]=[CH:40]/[C:41]([O:43][CH2:44][CH3:45])=[O:42])=[CH:22][N:21]([CH3:26])[N:20]=3)=[CH:15][C:14]=2[O:29][CH3:30])[N:10]=1. (3) Given the reactants [CH3:1][O:2][CH:3]1[C:11]2[C:6](=[C:7]([CH2:14][CH2:15]O)[C:8]([CH3:13])=[C:9]([CH3:12])[CH:10]=2)[CH2:5][CH:4]1[CH3:17].C1C=CC(P(C2C=CC=CC=2)C2C=CC=CC=2)=CC=1.C1COCC1.C1C(=O)N([Br:49])C(=O)C1, predict the reaction product. The product is: [Br:49][CH2:15][CH2:14][C:7]1[C:8]([CH3:13])=[C:9]([CH3:12])[CH:10]=[C:11]2[C:6]=1[CH2:5][CH:4]([CH3:17])[CH:3]2[O:2][CH3:1]. (4) The product is: [CH2:1]([O:15][C:16]1[O:20][C:19]([C:21]([O:23][CH2:24][CH2:25][CH2:26][N:28]2[CH2:33][CH2:32][CH2:36][CH2:30][CH2:29]2)=[O:22])=[CH:18][CH:17]=1)[CH2:2][CH2:3][CH2:4][CH2:5][CH2:6][CH2:7][CH2:8][CH2:9][CH2:10][CH2:11][CH2:12][CH2:13][CH3:14]. Given the reactants [CH2:1]([O:15][C:16]1[O:20][C:19]([C:21]([O:23][CH2:24][CH2:25][CH2:26]Cl)=[O:22])=[CH:18][CH:17]=1)[CH2:2][CH2:3][CH2:4][CH2:5][CH2:6][CH2:7][CH2:8][CH2:9][CH2:10][CH2:11][CH2:12][CH2:13][CH3:14].[NH:28]1[CH2:33][CH2:32]O[CH2:30][CH2:29]1.[I-].[Na+].[CH3:36]N(C)C=O, predict the reaction product. (5) Given the reactants [Cl:1][C:2]1[CH:19]=[CH:18][C:5]2[NH:6][C:7](=[O:17])[CH2:8][N:9]=[C:10]([C:11]3[CH:16]=[CH:15][CH:14]=[CH:13][CH:12]=3)[C:4]=2[CH:3]=1.Cl[CH2:21][C:22]#[N:23], predict the reaction product. The product is: [Cl:1][C:2]1[CH:19]=[CH:18][C:5]2[N:6]([CH2:21][C:22]#[N:23])[C:7](=[O:17])[CH2:8][N:9]=[C:10]([C:11]3[CH:16]=[CH:15][CH:14]=[CH:13][CH:12]=3)[C:4]=2[CH:3]=1.